Predict the reactants needed to synthesize the given product. From a dataset of Full USPTO retrosynthesis dataset with 1.9M reactions from patents (1976-2016). Given the product [Cl:1][C:2]1[C:3]([NH:24][C:25]2[CH:29]=[C:28]([CH3:30])[NH:27][N:26]=2)=[N:4][C:5]([NH:8][C:9]2[C:14]([CH3:15])=[CH:13][C:12]([CH:16]3[CH2:21][CH2:20][C:19](=[N:36][OH:37])[CH2:18][CH2:17]3)=[C:11]([CH3:23])[CH:10]=2)=[N:6][CH:7]=1, predict the reactants needed to synthesize it. The reactants are: [Cl:1][C:2]1[C:3]([NH:24][C:25]2[CH:29]=[C:28]([CH3:30])[NH:27][N:26]=2)=[N:4][C:5]([NH:8][C:9]2[C:14]([CH3:15])=[CH:13][C:12]([CH:16]3[CH2:21][CH2:20][C:19](=O)[CH2:18][CH2:17]3)=[C:11]([CH3:23])[CH:10]=2)=[N:6][CH:7]=1.CC([O-])=O.[Na+].[NH2:36][OH:37].Cl.